This data is from Forward reaction prediction with 1.9M reactions from USPTO patents (1976-2016). The task is: Predict the product of the given reaction. Given the reactants N[C:2]1[C:3]([C:16]#[N:17])=[CH:4][C:5]([C:12]([F:15])([F:14])[F:13])=[C:6]([CH:11]=1)[C:7]([O:9][CH3:10])=[O:8].[I:18]CI.N(OCCC(C)C)=O, predict the reaction product. The product is: [C:16]([C:3]1[C:2]([I:18])=[CH:11][C:6]([C:7]([O:9][CH3:10])=[O:8])=[C:5]([C:12]([F:15])([F:14])[F:13])[CH:4]=1)#[N:17].